From a dataset of NCI-60 drug combinations with 297,098 pairs across 59 cell lines. Regression. Given two drug SMILES strings and cell line genomic features, predict the synergy score measuring deviation from expected non-interaction effect. (1) Drug 1: C1=C(C(=O)NC(=O)N1)F. Drug 2: CC12CCC3C(C1CCC2O)C(CC4=C3C=CC(=C4)O)CCCCCCCCCS(=O)CCCC(C(F)(F)F)(F)F. Cell line: NCI-H322M. Synergy scores: CSS=40.0, Synergy_ZIP=7.41, Synergy_Bliss=8.49, Synergy_Loewe=8.39, Synergy_HSA=8.89. (2) Drug 1: CC1C(C(=O)NC(C(=O)N2CCCC2C(=O)N(CC(=O)N(C(C(=O)O1)C(C)C)C)C)C(C)C)NC(=O)C3=C4C(=C(C=C3)C)OC5=C(C(=O)C(=C(C5=N4)C(=O)NC6C(OC(=O)C(N(C(=O)CN(C(=O)C7CCCN7C(=O)C(NC6=O)C(C)C)C)C)C(C)C)C)N)C. Drug 2: CC1CCC2CC(C(=CC=CC=CC(CC(C(=O)C(C(C(=CC(C(=O)CC(OC(=O)C3CCCCN3C(=O)C(=O)C1(O2)O)C(C)CC4CCC(C(C4)OC)O)C)C)O)OC)C)C)C)OC. Cell line: CCRF-CEM. Synergy scores: CSS=2.00, Synergy_ZIP=6.06, Synergy_Bliss=11.4, Synergy_Loewe=-3.26, Synergy_HSA=-4.21. (3) Drug 1: C1=CC(=CC=C1CCC2=CNC3=C2C(=O)NC(=N3)N)C(=O)NC(CCC(=O)O)C(=O)O. Drug 2: C1=CC=C(C(=C1)C(C2=CC=C(C=C2)Cl)C(Cl)Cl)Cl. Cell line: SF-539. Synergy scores: CSS=37.1, Synergy_ZIP=-1.76, Synergy_Bliss=-4.91, Synergy_Loewe=-28.7, Synergy_HSA=-4.02. (4) Drug 2: CC1=C(C(CCC1)(C)C)C=CC(=CC=CC(=CC(=O)O)C)C. Drug 1: C1=C(C(=O)NC(=O)N1)F. Synergy scores: CSS=38.5, Synergy_ZIP=12.7, Synergy_Bliss=10.3, Synergy_Loewe=17.8, Synergy_HSA=16.1. Cell line: SK-OV-3. (5) Synergy scores: CSS=-3.86, Synergy_ZIP=3.29, Synergy_Bliss=2.64, Synergy_Loewe=-3.27, Synergy_HSA=-3.02. Drug 2: C1CNP(=O)(OC1)N(CCCl)CCCl. Cell line: OVCAR3. Drug 1: CN(C(=O)NC(C=O)C(C(C(CO)O)O)O)N=O.